Dataset: Reaction yield outcomes from USPTO patents with 853,638 reactions. Task: Predict the reaction yield, written as a fraction of the theoretical maximum amount of product (1.0 means a 100% yield; for example, 0.34 means a 34% yield). (1) The reactants are [CH3:1][O:2][C:3]1[C:8]2[O:9][CH2:10][O:11][C:7]=2[CH:6]=[C:5]([C:12](OC)=[O:13])[CH:4]=1.[H-].[H-].[H-].[H-].[Li+].[Al+3].O.[OH-].[Na+]. The catalyst is C1COCC1. The product is [CH3:1][O:2][C:3]1[C:8]2[O:9][CH2:10][O:11][C:7]=2[CH:6]=[C:5]([CH2:12][OH:13])[CH:4]=1. The yield is 0.520. (2) The reactants are [CH:1]1([NH:4][C:5]([CH:7]2[CH:9]([CH2:10][CH2:11][CH3:12])[O:8]2)=[O:6])[CH2:3][CH2:2]1.[N-:13]=[N+:14]=[N-:15].[Na+].S([O-])([O-])(=O)=O.[Mg+2]. The catalyst is CO. The product is [N:13]([CH:9]([CH2:10][CH2:11][CH3:12])[CH:7]([OH:8])[C:5]([NH:4][CH:1]1[CH2:3][CH2:2]1)=[O:6])=[N+:14]=[N-:15]. The yield is 0.600. (3) The reactants are F[P-](F)(F)(F)(F)F.[N:8]1(O[P+](N(C)C)(N(C)C)N(C)C)C2C=CC=CC=2N=N1.[Cl-].N[C:30]1[CH:38]=[C:37]2[C:33]([CH:34]=[C:35]([C:39]([NH:41][CH2:42][C:43]3[CH:48]=[CH:47][C:46]([Cl:49])=[C:45]([O:50][C:51]4[CH:56]=[C:55]([C:57]#[N:58])[CH:54]=[C:53]([Cl:59])[CH:52]=4)[C:44]=3[F:60])=[O:40])[NH:36]2)=[CH:32][CH:31]=1.[CH3:61][C:62]([O:65][C:66]([NH:68][CH2:69][C:70]([OH:72])=O)=[O:67])([CH3:64])[CH3:63].C(N(C(C)C)CC)(C)C. The catalyst is CN(C=O)C. The product is [Cl:49][C:46]1[CH:47]=[CH:48][C:43]([CH2:42][NH:41][C:39]([C:35]2[NH:36][C:37]3[C:33]([CH:34]=2)=[CH:32][C:31]([NH:8][C:70](=[O:72])[CH2:69][NH:68][C:66](=[O:67])[O:65][C:62]([CH3:64])([CH3:63])[CH3:61])=[CH:30][CH:38]=3)=[O:40])=[C:44]([F:60])[C:45]=1[O:50][C:51]1[CH:56]=[C:55]([C:57]#[N:58])[CH:54]=[C:53]([Cl:59])[CH:52]=1. The yield is 0.800. (4) The yield is 0.950. The product is [CH2:14]([O:16][C:17](=[O:47])[C:18]([CH3:46])([O:35][C:36]1[CH:37]=[CH:38][C:39]([C:42]([F:43])([F:45])[F:44])=[CH:40][CH:41]=1)[CH:19]([C:21]1[CH:26]=[CH:25][CH:24]=[C:23]([O:27][CH2:28][C:29]2[CH:34]=[CH:33][CH:32]=[CH:31][CH:30]=2)[CH:22]=1)[O:20][C:3](=[O:4])[C:2]([F:13])([F:12])[F:1])[CH3:15]. The catalyst is C(Cl)Cl. The reactants are [F:1][C:2]([F:13])([F:12])[C:3](O[C:3](=[O:4])[C:2]([F:13])([F:12])[F:1])=[O:4].[CH2:14]([O:16][C:17](=[O:47])[C:18]([CH3:46])([O:35][C:36]1[CH:41]=[CH:40][C:39]([C:42]([F:45])([F:44])[F:43])=[CH:38][CH:37]=1)[CH:19]([C:21]1[CH:26]=[CH:25][CH:24]=[C:23]([O:27][CH2:28][C:29]2[CH:34]=[CH:33][CH:32]=[CH:31][CH:30]=2)[CH:22]=1)[OH:20])[CH3:15].N1C=CC=CC=1. (5) The reactants are CCN(C(C)C)C(C)C.C1CN([P+](ON2N=NC3C=CC=CC2=3)(N2CCCC2)N2CCCC2)CC1.F[P-](F)(F)(F)(F)F.[CH3:43][N:44]([C:46]1[CH:51]=[CH:50][C:49]2[C:52]([C:63]3[CH:68]=[C:67]([C:69]([O-])=[O:70])[CH:66]=[CH:65][C:64]=3[C:72]([OH:74])=[O:73])=[C:53]3[C:61]([O:62][C:48]=2[CH:47]=1)=[CH:60][C:56](=[N+:57]([CH3:59])[CH3:58])[CH:55]=[CH:54]3)[CH3:45].[C:75]([NH:82][CH2:83][CH2:84][CH2:85][NH2:86])([O:77][C:78]([CH3:81])([CH3:80])[CH3:79])=[O:76]. The catalyst is CN(C=O)C. The product is [C:78]([O:77][C:75]([NH:82][CH2:83][CH2:84][CH2:85][NH:86][C:69]([C:67]1[CH:66]=[CH:65][C:64]([C:72]([O-:74])=[O:73])=[C:63]([C:52]2[C:53]3[C:61]([O:62][C:48]4[C:49]=2[CH:50]=[CH:51][C:46](=[N+:44]([CH3:43])[CH3:45])[CH:47]=4)=[CH:60][C:56]([N:57]([CH3:59])[CH3:58])=[CH:55][CH:54]=3)[CH:68]=1)=[O:70])=[O:76])([CH3:79])([CH3:80])[CH3:81]. The yield is 0.189. (6) The reactants are [CH3:1][N:2]1[C:6]([C:7]2[CH:15]=[C:14]3[C:10]([CH2:11][CH2:12][CH:13]3[NH:16][C:17](=[O:23])[O:18][C:19]([CH3:22])([CH3:21])[CH3:20])=[CH:9][CH:8]=2)=[C:5]([N+:24]([O-])=O)[CH:4]=[N:3]1.[NH4+].[Cl-].C([O-])(O)=O.[Na+]. The catalyst is CCO.O.[Fe]. The product is [NH2:24][C:5]1[CH:4]=[N:3][N:2]([CH3:1])[C:6]=1[C:7]1[CH:15]=[C:14]2[C:10]([CH2:11][CH2:12][CH:13]2[NH:16][C:17](=[O:23])[O:18][C:19]([CH3:20])([CH3:21])[CH3:22])=[CH:9][CH:8]=1. The yield is 0.986. (7) The reactants are [C:1]12[C:7](=[CH:8][CH:9]=[CH:10][CH:11]=1)[NH:6]C(=O)[O:4][C:2]2=O.[CH3:13][O:14][C:15]1[CH:20]=[CH:19][C:18]([NH2:21])=[CH:17][CH:16]=1. The catalyst is C1(C)C=CC=CC=1. The product is [NH2:6][C:7]1[CH:8]=[CH:9][CH:10]=[CH:11][C:1]=1[C:2]([NH:21][C:18]1[CH:19]=[CH:20][C:15]([O:14][CH3:13])=[CH:16][CH:17]=1)=[O:4]. The yield is 0.730.